From a dataset of Catalyst prediction with 721,799 reactions and 888 catalyst types from USPTO. Predict which catalyst facilitates the given reaction. (1) Reactant: [O:1]=[C:2]1[N:8]2[CH2:9][C@@H:4]([CH2:5][CH2:6][C@H:7]2[C:10]([NH:12][O:13][CH2:14][CH2:15][NH:16][C:17](=[O:23])[O:18][C:19]([CH3:22])([CH3:21])[CH3:20])=[O:11])[N:3]1[O:24]S(O)(=O)=O.F[C:30](F)(F)[C:31](O)=O. Product: [OH:24][N:3]1[C:2](=[O:1])[N:8]2[CH2:9][C@H:4]1[CH2:5][CH2:6][C@H:7]2[C:10]([NH:12][O:13][C@H:14]1[CH2:31][CH2:30][N:16]([C:17]([O:18][C:19]([CH3:22])([CH3:21])[CH3:20])=[O:23])[CH2:15]1)=[O:11]. The catalyst class is: 2. (2) Reactant: [Cl:1][C:2]1[CH:7]=[CH:6][C:5]([CH:8]([OH:14])[C:9]([O:11][CH2:12][CH3:13])=[O:10])=[CH:4][C:3]=1[NH:15][C:16](=[O:37])[C:17]1[CH:22]=[CH:21][C:20]([O:23][CH2:24][C@@H:25]2[CH2:30][N:29]([CH3:31])[C:28]3[CH:32]=[CH:33][CH:34]=[CH:35][C:27]=3[O:26]2)=[CH:19][C:18]=1[Cl:36].C(N(C(C)C)CC)(C)C.CS(C)=O.C(OCC)(=O)C. Product: [Cl:1][C:2]1[CH:7]=[CH:6][C:5]([C:8](=[O:14])[C:9]([O:11][CH2:12][CH3:13])=[O:10])=[CH:4][C:3]=1[NH:15][C:16](=[O:37])[C:17]1[CH:22]=[CH:21][C:20]([O:23][CH2:24][C@@H:25]2[CH2:30][N:29]([CH3:31])[C:28]3[CH:32]=[CH:33][CH:34]=[CH:35][C:27]=3[O:26]2)=[CH:19][C:18]=1[Cl:36]. The catalyst class is: 6. (3) Reactant: Cl[C:2]1[N:10]=[C:9]2[C:5]([N:6]=[C:7]([CH2:12][N:13]3[CH2:18][C@@H:17]4[CH2:19][C@H:14]3[CH2:15][N:16]4[S:20]([CH3:23])(=[O:22])=[O:21])[N:8]2[CH3:11])=[C:4]([N:24]2[CH2:29][CH2:28][O:27][CH2:26][CH2:25]2)[N:3]=1.[CH2:30]([C:32]1[NH:36][C:35]2[CH:37]=[CH:38][CH:39]=[CH:40][C:34]=2[N:33]=1)[CH3:31].CC(C1C=C(C(C)C)C(C2C=CC=CC=2P(C2CCCCC2)C2CCCCC2)=C(C(C)C)C=1)C.C(=O)([O-])[O-].[Cs+].[Cs+]. The catalyst class is: 62. Product: [CH2:30]([C:32]1[N:33]([C:2]2[N:10]=[C:9]3[C:5]([N:6]=[C:7]([CH2:12][N:13]4[CH2:18][C@@H:17]5[CH2:19][C@H:14]4[CH2:15][N:16]5[S:20]([CH3:23])(=[O:21])=[O:22])[N:8]3[CH3:11])=[C:4]([N:24]3[CH2:29][CH2:28][O:27][CH2:26][CH2:25]3)[N:3]=2)[C:34]2[CH:40]=[CH:39][CH:38]=[CH:37][C:35]=2[N:36]=1)[CH3:31]. (4) Reactant: [NH2:1][C:2]1[CH:3]=[C:4]([S:8]([NH:11][C:12]2[C:21]([NH:22][C:23]3[CH:28]=[C:27]([O:29][CH3:30])[CH:26]=[C:25]([O:31][CH3:32])[CH:24]=3)=[N:20][C:19]3[C:14](=[CH:15][CH:16]=[CH:17][CH:18]=3)[N:13]=2)(=[O:10])=[O:9])[CH:5]=[CH:6][CH:7]=1.C(OC([N:40]1[CH2:43][CH:42]([C:44](O)=[O:45])[CH2:41]1)=O)(C)(C)C.CCN(C(C)C)C(C)C.CN(C(ON1N=NC2C=CC=NC1=2)=[N+](C)C)C.F[P-](F)(F)(F)(F)F.Cl.O1CCOCC1. Product: [CH3:30][O:29][C:27]1[CH:28]=[C:23]([NH:22][C:21]2[C:12]([NH:11][S:8]([C:4]3[CH:3]=[C:2]([NH:1][C:44]([CH:42]4[CH2:43][NH:40][CH2:41]4)=[O:45])[CH:7]=[CH:6][CH:5]=3)(=[O:9])=[O:10])=[N:13][C:14]3[C:19]([N:20]=2)=[CH:18][CH:17]=[CH:16][CH:15]=3)[CH:24]=[C:25]([O:31][CH3:32])[CH:26]=1. The catalyst class is: 44. (5) Reactant: [CH2:1]([O:8][C:9]1[CH:14]=[C:13]([CH3:15])[C:12]([CH:16]2[C:24](=[O:25])[CH:23]3[CH:18]([CH:19]4[CH2:27][CH2:26][CH:22]3[CH2:21][CH2:20]4)[C:17]2=[O:28])=[C:11]([CH3:29])[CH:10]=1)[C:2]1[CH:7]=[CH:6][CH:5]=[CH:4][CH:3]=1.[C:30](Cl)(=[O:35])[C:31]([CH3:34])([CH3:33])[CH3:32].C(N(CC)CC)C. Product: [CH2:1]([O:8][C:9]1[CH:10]=[C:11]([CH3:29])[C:12]([C:16]2[C:17](=[O:28])[CH:18]3[CH:23]([CH:22]4[CH2:26][CH2:27][CH:19]3[CH2:20][CH2:21]4)[C:24]=2[O:25][C:30](=[O:35])[C:31]([CH3:34])([CH3:33])[CH3:32])=[C:13]([CH3:15])[CH:14]=1)[C:2]1[CH:7]=[CH:6][CH:5]=[CH:4][CH:3]=1. The catalyst class is: 4. (6) Reactant: Cl[C:2]1[N:7]=[C:6]([N:8]([CH3:18])[CH:9]2[CH:13]3[O:14][CH2:15][CH:16]([OH:17])[CH:12]3[O:11][CH2:10]2)[C:5]([Cl:19])=[CH:4][N:3]=1.Cl.[CH3:21][N:22]1[CH:26]=[C:25]([NH2:27])[CH:24]=[N:23]1.C(N(C(C)C)C(C)C)C. Product: [Cl:19][C:5]1[C:6]([N:8]([CH3:18])[CH:9]2[CH:13]3[O:14][CH2:15][CH:16]([OH:17])[CH:12]3[O:11][CH2:10]2)=[N:7][C:2]([NH:27][C:25]2[CH:24]=[N:23][N:22]([CH3:21])[CH:26]=2)=[N:3][CH:4]=1. The catalyst class is: 114. (7) Reactant: [OH-].[Na+].Cl[C:4]([O:6][C:7](=O)[C:8]1[CH:13]=[CH:12][CH:11]=[CH:10][CH:9]=1)=[O:5].[C:15]([O:19][C:20](=[O:41])[CH2:21][O:22][CH2:23][CH2:24][O:25][CH2:26][CH2:27][O:28][CH2:29][CH2:30][O:31][CH2:32][CH2:33][O:34][CH2:35][CH2:36][O:37][CH2:38][CH2:39][NH2:40])([CH3:18])([CH3:17])[CH3:16]. Product: [C:15]([O:19][C:20](=[O:41])[CH2:21][O:22][CH2:23][CH2:24][O:25][CH2:26][CH2:27][O:28][CH2:29][CH2:30][O:31][CH2:32][CH2:33][O:34][CH2:35][CH2:36][O:37][CH2:38][CH2:39][NH:40][C:4]([O:6][CH2:7][C:8]1[CH:13]=[CH:12][CH:11]=[CH:10][CH:9]=1)=[O:5])([CH3:18])([CH3:16])[CH3:17]. The catalyst class is: 69.